Task: Predict the reactants needed to synthesize the given product.. Dataset: Full USPTO retrosynthesis dataset with 1.9M reactions from patents (1976-2016) (1) Given the product [C:29]([O:33][C:34]([N:36]1[CH2:40][CH2:39][CH:38]([NH:41][C:11]([C:9]2[CH:8]=[CH:7][C:6]3[N:2]([CH3:1])[C:3]([NH:14][C:15]4[S:16][C:17]5[CH:23]=[C:22]([O:24][C:25]([F:26])([F:28])[F:27])[CH:21]=[CH:20][C:18]=5[N:19]=4)=[N:4][C:5]=3[CH:10]=2)=[O:13])[CH2:37]1)=[O:35])([CH3:32])([CH3:30])[CH3:31], predict the reactants needed to synthesize it. The reactants are: [CH3:1][N:2]1[C:6]2[CH:7]=[CH:8][C:9]([C:11]([OH:13])=O)=[CH:10][C:5]=2[N:4]=[C:3]1[NH:14][C:15]1[S:16][C:17]2[CH:23]=[C:22]([O:24][C:25]([F:28])([F:27])[F:26])[CH:21]=[CH:20][C:18]=2[N:19]=1.[C:29]([O:33][C:34]([N:36]1[CH2:40][CH2:39][CH:38]([NH2:41])[CH2:37]1)=[O:35])([CH3:32])([CH3:31])[CH3:30].CN(C(ON1N=NC2C=CC=CC1=2)=[N+](C)C)C.F[P-](F)(F)(F)(F)F.CCN(C(C)C)C(C)C. (2) Given the product [C:3]([O:7][C:8](=[O:22])[N:9]([C:10]1[N:11]=[C:12]([CH2:15][CH2:16][CH2:17][CH2:18][C:19](=[O:21])[CH3:20])[O:13][CH:14]=1)[C:36]([C:32]1[N:33]=[CH:34][O:35][C:31]=1[C:25]1[CH:26]=[CH:27][CH:28]=[CH:29][CH:30]=1)=[O:37])([CH3:6])([CH3:4])[CH3:5], predict the reactants needed to synthesize it. The reactants are: N#N.[C:3]([O:7][C:8](=[O:22])[NH:9][C:10]1[N:11]=[C:12]([CH2:15][CH2:16][CH2:17][CH2:18][C:19](=[O:21])[CH3:20])[O:13][CH:14]=1)([CH3:6])([CH3:5])[CH3:4].[H-].[Na+].[C:25]1([C:31]2[O:35][CH:34]=[N:33][C:32]=2[C:36](Cl)=[O:37])[CH:30]=[CH:29][CH:28]=[CH:27][CH:26]=1.